The task is: Binary Classification. Given a drug SMILES string, predict its activity (active/inactive) in a high-throughput screening assay against a specified biological target.. This data is from HIV replication inhibition screening data with 41,000+ compounds from the AIDS Antiviral Screen. (1) The molecule is CC(=O)N1C=Cc2c(c(C)c3c([nH]c4ccccc43)c2C)C1. The result is 0 (inactive). (2) The molecule is NNC(=O)CC(=O)N(C(=O)C=Cc1ccccc1)c1ccc(Cl)cc1. The result is 0 (inactive). (3) The result is 0 (inactive). The compound is CCOC(CCNCC(OCC)OCC)OCC. (4) The molecule is COc1ccc2c3c1C(=O)CCCC3CO2. The result is 0 (inactive). (5) The molecule is CCCCCC[N+](C)(C)Cc1ccc(C[N+](C)(C)CCCCCC)cc1.[Br-]. The result is 0 (inactive). (6) The result is 0 (inactive). The drug is COC(=O)C1=COC(C)C2CN3CCC4(C(=O)Nc5ccccc54)C3CC12.